Predict the product of the given reaction. From a dataset of Forward reaction prediction with 1.9M reactions from USPTO patents (1976-2016). (1) Given the reactants C([O:5][C:6]([C:8]1[C:13]([O:14][CH2:15][C:16]2[CH:21]=[CH:20][CH:19]=[CH:18][CH:17]=2)=[C:12]([OH:22])[N:11]=[C:10]([CH2:23][C:24]2([C:29]3[CH:34]=[CH:33][C:32]([Cl:35])=[CH:31][CH:30]=3)[CH2:28][CH2:27][CH2:26][CH2:25]2)[N:9]=1)=[O:7])(C)(C)C.C(OC1C(C(O)=O)=NC(CC2C=CC=CC=2C2C=CC=CC=2)=NC=1O)C1C=CC=CC=1, predict the reaction product. The product is: [CH2:15]([O:14][C:13]1[C:8]([C:6]([OH:7])=[O:5])=[N:9][C:10]([CH2:23][C:24]2([C:29]3[CH:30]=[CH:31][C:32]([Cl:35])=[CH:33][CH:34]=3)[CH2:25][CH2:26][CH2:27][CH2:28]2)=[N:11][C:12]=1[OH:22])[C:16]1[CH:21]=[CH:20][CH:19]=[CH:18][CH:17]=1. (2) Given the reactants CO[CH:3](OC)[N:4]([CH3:6])[CH3:5].[C:9]([C:12]1[S:16][C:15]([C:17]([OH:19])=[O:18])=[CH:14][CH:13]=1)(=[O:11])[CH3:10].[CH3:20]CCCCC.C(OC)(C)(C)C, predict the reaction product. The product is: [CH3:20][O:18][C:17]([C:15]1[S:16][C:12]([C:9](=[O:11])[CH:10]=[CH:3][N:4]([CH3:5])[CH3:6])=[CH:13][CH:14]=1)=[O:19]. (3) Given the reactants [NH2:1][C:2]1[CH:3]=[C:4]([CH:18]=[CH:19][CH:20]=1)[C:5]([C:7]1[N:8]=[CH:9][N:10]([S:12]([N:15]([CH3:17])[CH3:16])(=[O:14])=[O:13])[CH:11]=1)=O.[CH:21]([Mg]Cl)([CH3:23])[CH3:22].CCOCC.[Cl-].[NH4+], predict the reaction product. The product is: [NH2:1][C:2]1[CH:3]=[C:4]([C:5]([C:7]2[N:8]=[CH:9][N:10]([S:12]([N:15]([CH3:17])[CH3:16])(=[O:14])=[O:13])[CH:11]=2)=[C:21]([CH3:23])[CH3:22])[CH:18]=[CH:19][CH:20]=1. (4) The product is: [CH:16]1([N:13]2[CH2:14][CH2:15][N:10]([C:7]3[CH:6]=[CH:5][C:4]([N+:1]([O-:3])=[O:2])=[CH:9][CH:8]=3)[CH2:11][CH2:12]2)[CH2:21][CH2:20][CH2:19][CH2:18][CH2:17]1. Given the reactants [N+:1]([C:4]1[CH:9]=[CH:8][C:7]([N:10]2[CH2:15][CH2:14][NH:13][CH2:12][CH2:11]2)=[CH:6][CH:5]=1)([O-:3])=[O:2].[C:16]1(=O)[CH2:21][CH2:20][CH2:19][CH2:18][CH2:17]1, predict the reaction product.